This data is from Experimentally validated miRNA-target interactions with 360,000+ pairs, plus equal number of negative samples. The task is: Binary Classification. Given a miRNA mature sequence and a target amino acid sequence, predict their likelihood of interaction. (1) The miRNA is hsa-miR-6826-3p with sequence CUCCCCUCUCUUUCCUGUUCAG. Result: 1 (interaction). The protein sequence of the target gene is MSRSGAAAEKADSRQRPQMKVNEYKENQNIAYVSLRPAQTTVLIKTAKVYLAPFSLSNYQLDQLMCPKSLSEKNSNNEVACKKTKIKKTCRRIIPPKMKNTSSKAESTLQNSSSAVHTESNKLQPKRTADAMNLSVDVESSQDGDSDEDTTPSLDFSGLSPYERKRLKNISENADFFASLQLSESAARLREMIEKRQPPKSKRKKPKRENGIGCRRSMRLLKVDPSGVSLPAAPTPPTLVADETPLLPPGPLEMTSENQEDNNERFKGFLHTWAGMSKPSSKNTEKGLSSIKSYKANLNG.... (2) The miRNA is hsa-miR-4707-5p with sequence GCCCCGGCGCGGGCGGGUUCUGG. The protein sequence of the target gene is MTANGTAEAVQIQFGLINCGNKYLTAEAFGFKVNASASSLKKKQIWTLEQPPDEAGSAAVCLRSHLGRYLAADKDGNVTCEREVPGPDCRFLIVAHDDGRWSLQSEAHRRYFGGTEDRLSCFAQTVSPAEKWSVHIAMHPQVNIYSVTRKRYAHLSARPADEIAVDRDVPWGVDSLITLAFQDQRYSVQTADHRFLRHDGRLVARPEPATGYTLEFRSGKVAFRDCEGRYLAPSGPSGTLKAGKATKVGKDELFALEQSCAQVVLQAANERNVSTRQGMDLSANQDEETDQETFQLEIDR.... Result: 1 (interaction). (3) The miRNA is hsa-miR-4662a-5p with sequence UUAGCCAAUUGUCCAUCUUUAG. The protein sequence of the target gene is MVLLHWCLLWLLFPLSSRTQKLPTRDEELFQMQIRDKAFFHDSSVIPDGAEISSYLFRDTPKRYFFVVEEDNTPLSVTVTPCDAPLEWKLSLQELPEDRSGEGSGDLEPLEQQKQQIINEEGTELFSYKGNDVEYFISSSSPSGLYQLDLLSTEKDTHFKVYATTTPESDQPYPELPYDPRVDVTSLGRTTVTLAWKPSPTASLLKQPIQYCVVINKEHNFKSLCAVEAKLSADDAFMMAPKPGLDFSPFDFAHFGFPSDNSGKERSFQAKPSPKLGRHVYSRPKVDIQKICIGNKNIFT.... Result: 1 (interaction). (4) The miRNA is cel-miR-247-3p with sequence UGACUAGAGCCUAUUCUCUUCU. The protein sequence of the target gene is MDSYSAPESTPSASSRPEDYFIGATPLQKRLESVRKQSSFILTPPRRKIPQCSQLQEDVDPQKVAFLLHKQWTLYSLTPLYKFSYSNLKEYSRLLNAFIVAEKQKGLAVEVGEDFNIKVIFSTLLGMKGTQRDPEAFLVQIVSKSQLPSENREGKVLWTGWFCCVFGDSLLETVSEDFTCLPLFLANGAESNTAIIGTWFQKTFDCYFSPLAINAFNLSWMAAMWTACKMDHYVATTEFLWSVPCSPQSLDISFAIHPEDAKALWDSVHKTPGEVTQEEVDLFMDCLYSHFHRHFKIHLS.... Result: 0 (no interaction).